Dataset: Reaction yield outcomes from USPTO patents with 853,638 reactions. Task: Predict the reaction yield, written as a fraction of the theoretical maximum amount of product (1.0 means a 100% yield; for example, 0.34 means a 34% yield). (1) The reactants are Cl[C:2]1[CH:7]=[C:6]([CH:8]2[CH2:10][CH2:9]2)[N:5]=[C:4]([CH2:11][N:12]2[C:20](=[O:21])[C:19]3[C:14](=[CH:15][CH:16]=[CH:17][CH:18]=3)[C:13]2=[O:22])[CH:3]=1.CC1(C)OB([C:29]2[CH:30]=[N:31][C:32]([C:35]([F:38])([F:37])[F:36])=[N:33][CH:34]=2)OC1(C)C.C(=O)([O-])[O-].[K+].[K+]. The catalyst is O1CCOCC1.C1C=CC(P(C2C=CC=CC=2)[C-]2C=CC=C2)=CC=1.C1C=CC(P(C2C=CC=CC=2)[C-]2C=CC=C2)=CC=1.Cl[Pd]Cl.[Fe+2]. The product is [CH:8]1([C:6]2[N:5]=[C:4]([CH2:11][N:12]3[C:20](=[O:21])[C:19]4[C:14](=[CH:15][CH:16]=[CH:17][CH:18]=4)[C:13]3=[O:22])[CH:3]=[C:2]([C:29]3[CH:30]=[N:31][C:32]([C:35]([F:38])([F:37])[F:36])=[N:33][CH:34]=3)[CH:7]=2)[CH2:10][CH2:9]1. The yield is 0.630. (2) The reactants are C([C@H]([C@@H](C(OC(C)C)=O)O)O)(OC(C)C)=[O:2].C(OO)(C)(C)C.[Cl:23][C:24]1[CH:29]=[CH:28][C:27](/[CH:30]=[CH:31]/[CH2:32][OH:33])=[CH:26][C:25]=1[F:34]. The catalyst is ClCCl.CC(C)[O-].[Ti+4].CC(C)[O-].CC(C)[O-].CC(C)[O-]. The product is [Cl:23][C:24]1[CH:29]=[CH:28][C:27]([C@H:30]2[O:2][C@@H:31]2[CH2:32][OH:33])=[CH:26][C:25]=1[F:34]. The yield is 0.972. (3) The reactants are [CH2:1]([N:3]1[C:7]2[N:8]=[C:9]([C:18]3[CH:23]=[CH:22][C:21]([NH:24][C:25]([NH:27][C:28]4[CH:36]=[CH:35][C:31]([C:32]([OH:34])=O)=[CH:30][CH:29]=4)=[O:26])=[CH:20][CH:19]=3)[N:10]=[C:11]([N:12]3[CH2:17][CH2:16][O:15][CH2:14][CH2:13]3)[C:6]=2[N:5]=[N:4]1)[CH3:2].N[CH:38]([N:40]1[CH2:45][CH2:44][CH2:43][CH2:42][CH2:41]1)[CH3:39].CC[N:48](CC)CC.C1C=CC2N(O)N=NC=2C=1.CCN=C=NCCCN(C)C. The catalyst is C1COCC1. The product is [CH2:1]([N:3]1[C:7]2[N:8]=[C:9]([C:18]3[CH:19]=[CH:20][C:21]([NH:24][C:25]([NH:27][C:28]4[CH:36]=[CH:35][C:31]([C:32]([NH:48][CH2:39][CH2:38][N:40]5[CH2:45][CH2:44][CH2:43][CH2:42][CH2:41]5)=[O:34])=[CH:30][CH:29]=4)=[O:26])=[CH:22][CH:23]=3)[N:10]=[C:11]([N:12]3[CH2:17][CH2:16][O:15][CH2:14][CH2:13]3)[C:6]=2[N:5]=[N:4]1)[CH3:2]. The yield is 0.890. (4) The reactants are [NH2:1][C:2]1[CH:7]=[CH:6][CH:5]=[CH:4][N:3]=1.Br[CH2:9][C:10](=O)[C:11]([O:13][CH2:14][CH3:15])=[O:12]. The catalyst is C1COCC1. The product is [N:1]1[C:10]([C:11]([O:13][CH2:14][CH3:15])=[O:12])=[CH:9][N:3]2[CH:4]=[CH:5][CH:6]=[CH:7][C:2]=12. The yield is 0.600. (5) The reactants are [F:1][C:2]1[CH:9]=[C:8]([O:10][CH3:11])[CH:7]=[CH:6][C:3]=1[CH:4]=[O:5].[N+:12]([O-])([OH:14])=[O:13]. The catalyst is OS(O)(=O)=O. The product is [F:1][C:2]1[CH:9]=[C:8]([O:10][CH3:11])[C:7]([N+:12]([O-:14])=[O:13])=[CH:6][C:3]=1[CH:4]=[O:5]. The yield is 0.910.